Task: Predict the reactants needed to synthesize the given product.. Dataset: Full USPTO retrosynthesis dataset with 1.9M reactions from patents (1976-2016) (1) Given the product [CH3:15][C:2]1[O:17][CH:16]=[N:18][C:3]=1[C:5]1[CH:6]=[C:7]([CH:12]=[CH:13][CH:14]=1)[C:8]([O:10][CH3:11])=[O:9], predict the reactants needed to synthesize it. The reactants are: Br[CH:2]([CH3:15])[C:3]([C:5]1[CH:6]=[C:7]([CH:12]=[CH:13][CH:14]=1)[C:8]([O:10][CH3:11])=[O:9])=O.[CH:16]([NH2:18])=[O:17]. (2) Given the product [C:5]1([C:11]2[C:20]([CH3:21])=[CH:19][C:18]3[C:13](=[C:14]([OH:22])[CH:15]=[CH:16][CH:17]=3)[N:12]=2)[CH:6]=[CH:7][CH:8]=[CH:9][CH:10]=1, predict the reactants needed to synthesize it. The reactants are: B(Br)(Br)Br.[C:5]1([C:11]2[C:20]([CH3:21])=[CH:19][C:18]3[C:13](=[C:14]([O:22]C)[CH:15]=[CH:16][CH:17]=3)[N:12]=2)[CH:10]=[CH:9][CH:8]=[CH:7][CH:6]=1. (3) Given the product [CH2:47]([NH:49][C:50]([NH:52][C:53]1[CH:54]=[CH:55][C:56]([C:59]2[N:60]=[C:61]([N:69]3[CH2:70][CH2:71][O:72][CH2:73][CH2:74]3)[C:62]3[CH2:68][CH2:67][N:66]([C:8]([C:5]4[CH:4]=[N:3][C:2]([CH3:1])=[CH:7][N:6]=4)=[O:10])[CH2:65][C:63]=3[N:64]=2)=[CH:57][CH:58]=1)=[O:51])[CH3:48], predict the reactants needed to synthesize it. The reactants are: [CH3:1][C:2]1[N:3]=[CH:4][C:5]([C:8]([OH:10])=O)=[N:6][CH:7]=1.CN(C)C=O.ON1C2C=CC=CC=2N=N1.Cl.CN(C)CCCN=C=NCC.C(N(CC)C(C)C)(C)C.[CH2:47]([NH:49][C:50]([NH:52][C:53]1[CH:58]=[CH:57][C:56]([C:59]2[N:60]=[C:61]([N:69]3[CH2:74][CH2:73][O:72][CH2:71][CH2:70]3)[C:62]3[CH2:68][CH2:67][NH:66][CH2:65][C:63]=3[N:64]=2)=[CH:55][CH:54]=1)=[O:51])[CH3:48].